This data is from Experimentally validated miRNA-target interactions with 360,000+ pairs, plus equal number of negative samples. The task is: Binary Classification. Given a miRNA mature sequence and a target amino acid sequence, predict their likelihood of interaction. (1) The miRNA is hsa-miR-3175 with sequence CGGGGAGAGAACGCAGUGACGU. The protein sequence of the target gene is MENTGWMGKGHRMTPACPLLLSVILSLRLATAFDPAPSACSALASGVLYGAFSLQDLFPTIASGCSWTLENPDPTKYSLYLRFNRQEQVCAHFAPRLLPLDHYLVNFTCLRPSPEEAVAQAESEVGRPEEEEAEAAAGLELCSGSGPFTFLHFDKNFVQLCLSAEPSEAPRLLAPAALAFRFVEVLLINNNNSSQFTCGVLCRWSEECGRAAGRACGFAQPGCSCPGEAGAGSTTTTSPGPPAAHTLSNALVPGGPAPPAEADLHSGSSNDLFTTEMRYGEEPEEEPKVKTQWPRSADEP.... Result: 1 (interaction). (2) The miRNA is mmu-miR-488-5p with sequence CCCAGAUAAUAGCACUCUCAA. The protein sequence of the target gene is MEADKDDTQQILKEHSPDEFIKDEQNKGLIDEITKKNIQLKKEIQKLETELQEATKEFQIKEDIPETKMKFLSVETPENDSQLSNISCSFQVSSKVPYEIQKGQALITFEKEEVAQNVVSMSKHHVQIKDVNLEVTAKPVPLNSGVRFQVYVEVSKMKINVTEIPDTLREDQMRDKLELSFSKSRNGGGEVDRVDYDRQSGSAVITFVEIGVADKILKKKEYPLYINQTCHRVTVSPYTEIHLKKYQIFSGTSKRTVLLTGMEGIQMDEEIVEDLINIHFQRAKNGGGEVDVVKCSLGQP.... Result: 0 (no interaction). (3) The miRNA is hsa-miR-6759-5p with sequence UUGUGGGUGGGCAGAAGUCUGU. The protein sequence of the target gene is MAAVLNAERLEVSVDGLTLSPDPEERPGAEGAPLLPPPLPPPSPPGSGRGPGASGEQPEPGEAAAGGAAEEARRLEQRWGFGLEELYGLALRFFKEKDGKAFHPTYEEKLKLVALHKQVLMGPYNPDTCPEVGFFDVLGNDRRREWAALGNMSKEDAMVEFVKLLNRCCHLFSTYVASHKIEKEEQEKKRKEEEERRRREEEERERLQKEEEKRRREEEERLRREEEERRRIEEERLRLEQQKQQIMAALNSQTAVQFQQYAAQQYPGNYEQQQILIRQLQEQHYQQYMQQLYQVQLAQQ.... Result: 0 (no interaction). (4) The miRNA is mmu-miR-693-5p with sequence CAGCCACAUCCGAAAGUUUUC. The protein sequence of the target gene is MTMRSAVFKAAAAPAGGNPEQRLDYERAAALGGPEDESGAAEAHFLPRHRKLKEPGPPLASSQGGSPSPSPAGCGGGKGRGLLLPAGAAPGQQEESWGGSVPLPCPPPATKQAGIGGEPVAAGAGCSPRPKYQAVLPIQTGSIVVAAAKEPTPWAGDKGGAAPPAATASDPAGPPPLPLPGPPPLAPTATAGTLAASEGRWKSIRKSPLGGGGGSGASSQAACLKQILLLQLDLIEQQQQQLQAKEKEIEELKSERDTLLARIERMERRMQLVKRDNEKERHKLLQGYEPEEREEAELSE.... Result: 1 (interaction). (5) The miRNA is hsa-miR-4323 with sequence CAGCCCCACAGCCUCAGA. The protein sequence of the target gene is MDSRKLSPRGKKLESHLSQEHRRPPLGLIAAWGQPSIQSSVQQGLQTQDWVCEPPERRRPGRRWSVSIDERRRLATLGGRERPGAAGTQLHCRDVVQMVAQLVSEDVDKDVLLPHPLRSTESTNAFQAFLARSAPFWHNATFEASRSPPS. Result: 1 (interaction).